From a dataset of Reaction yield outcomes from USPTO patents with 853,638 reactions. Predict the reaction yield, written as a fraction of the theoretical maximum amount of product (1.0 means a 100% yield; for example, 0.34 means a 34% yield). (1) The reactants are [OH:1][C:2]1[CH:7]=[CH:6][C:5](B(O)O)=[CH:4][CH:3]=1.C([O-])([O-])=O.[Na+].[Na+].[C:17]([O:21][C:22](=[O:53])[N:23]([CH2:36][CH2:37][NH:38][S:39]([C:42]1[C:43]2[CH:44]=[CH:45][N:46]=[CH:47][C:48]=2[CH:49]=[C:50](Br)[CH:51]=1)(=[O:41])=[O:40])[CH2:24][CH2:25][CH2:26][C:27]1[CH:32]=[CH:31][C:30]([N+:33]([O-:35])=[O:34])=[CH:29][CH:28]=1)([CH3:20])([CH3:19])[CH3:18]. The catalyst is CN(C=O)C.CO.CCOC(C)=O. The product is [C:17]([O:21][C:22](=[O:53])[N:23]([CH2:36][CH2:37][NH:38][S:39]([C:42]1[C:43]2[CH:44]=[CH:45][N:46]=[CH:47][C:48]=2[CH:49]=[C:50]([C:5]2[CH:6]=[CH:7][C:2]([OH:1])=[CH:3][CH:4]=2)[CH:51]=1)(=[O:40])=[O:41])[CH2:24][CH2:25][CH2:26][C:27]1[CH:28]=[CH:29][C:30]([N+:33]([O-:35])=[O:34])=[CH:31][CH:32]=1)([CH3:20])([CH3:18])[CH3:19]. The yield is 0.900. (2) The reactants are [H-].[Na+].[F:3][C:4]([F:10])([CH3:9])[C:5]([CH3:8])([OH:7])[CH3:6].[C:11](=O)([O:19]C1C=CC=CN=1)[O:12][C:13]1[CH:18]=[CH:17][CH:16]=[CH:15][N:14]=1. The catalyst is C1COCC1.CCOC(C)=O. The product is [C:11](=[O:19])([O:12][C:13]1[CH:18]=[CH:17][CH:16]=[CH:15][N:14]=1)[O:7][C:5]([CH3:8])([C:4]([F:10])([F:3])[CH3:9])[CH3:6]. The yield is 0.138. (3) The reactants are [CH3:1][C:2]1[O:6][C:5]([C:7]2[CH:12]=[CH:11][CH:10]=[CH:9][CH:8]=2)=[N:4][C:3]=1[CH2:13][O:14][C:15]1[CH:23]=[CH:22][C:18]([CH2:19][O:20][NH2:21])=[CH:17][CH:16]=1.O=[C:25]([C:36]1[CH:41]=[CH:40][CH:39]=[CH:38][CH:37]=1)[CH2:26][CH2:27][CH2:28][CH2:29][CH2:30][C:31]([O:33][CH2:34][CH3:35])=[O:32].C(O)(=O)C.C([O-])(=O)C.[Na+]. The catalyst is C(OCC)(=O)C.CCCCCC.O.C(O)C. The product is [CH3:1][C:2]1[O:6][C:5]([C:7]2[CH:8]=[CH:9][CH:10]=[CH:11][CH:12]=2)=[N:4][C:3]=1[CH2:13][O:14][C:15]1[CH:16]=[CH:17][C:18]([CH2:19][O:20]/[N:21]=[C:25](/[C:36]2[CH:37]=[CH:38][CH:39]=[CH:40][CH:41]=2)\[CH2:26][CH2:27][CH2:28][CH2:29][CH2:30][C:31]([O:33][CH2:34][CH3:35])=[O:32])=[CH:22][CH:23]=1. The yield is 0.720. (4) The reactants are Cl.[CH3:2][N:3]([CH3:10])[CH2:4]/[CH:5]=[CH:6]/[C:7](O)=[O:8].C(Cl)(C(Cl)=O)=O.NC1[N:26]=[CH:25][N:24]=[C:23]2C=1[N:20]([C:41]1[CH:46]=[CH:45][C:44]([CH3:47])=[C:43]([O:48][CH3:49])[CH:42]=1)[C:21](=[O:40])[N:22]2[C:27]1[CH:32]=[CH:31][C:30]([O:33][CH2:34][CH2:35][O:36][CH3:37])=[C:29]([NH:38][CH3:39])[CH:28]=1.[C:50](#[N:52])[CH3:51]. The catalyst is CN(C=O)C.C(Cl)Cl. The product is [NH2:52][C:50]1[N:26]=[CH:25][N:24]=[C:23]2[C:51]=1[N:20]([C:41]1[CH:46]=[CH:45][C:44]([CH3:47])=[C:43]([O:48][CH3:49])[CH:42]=1)[C:21](=[O:40])[N:22]2[C:27]1[CH:32]=[CH:31][C:30]([O:33][CH2:34][CH2:35][O:36][CH3:37])=[C:29]([N:38]([CH3:39])[C:7](=[O:8])/[CH:6]=[CH:5]/[CH2:4][N:3]([CH3:10])[CH3:2])[CH:28]=1. The yield is 0.210. (5) The reactants are [CH3:1][O:2][C:3](=[O:21])[C:4]1[CH:9]=[C:8](Br)[C:7]([F:11])=[C:6]([F:12])[C:5]=1[NH:13][C:14]1[CH:19]=[CH:18][CH:17]=[CH:16][C:15]=1[Cl:20].[CH3:22][N:23]1CCCC1=O. The catalyst is C1(P(C2C=CC=CC=2)[C-]2C=CC=C2)C=CC=CC=1.[C-]1(P(C2C=CC=CC=2)C2C=CC=CC=2)C=CC=C1.[Fe+2].C1C=CC(/C=C/C(/C=C/C2C=CC=CC=2)=O)=CC=1.C1C=CC(/C=C/C(/C=C/C2C=CC=CC=2)=O)=CC=1.C1C=CC(/C=C/C(/C=C/C2C=CC=CC=2)=O)=CC=1.[Pd].[Pd].[C-]#N.[C-]#N.[Zn+2]. The product is [CH3:1][O:2][C:3](=[O:21])[C:4]1[CH:9]=[C:8]([C:22]#[N:23])[C:7]([F:11])=[C:6]([F:12])[C:5]=1[NH:13][C:14]1[CH:19]=[CH:18][CH:17]=[CH:16][C:15]=1[Cl:20]. The yield is 0.520. (6) The reactants are Br[CH:2]([CH3:6])[C:3]([NH2:5])=[O:4].[Cl:7][C:8]1[CH:13]=[CH:12][C:11]([CH2:14][C:15]([NH:17][C:18]2[CH:19]=[N:20][CH:21]=[C:22]([C:24]([C:26]3[C:34]4[CH:33]=[N:32][CH:31]=[N:30][C:29]=4[NH:28][CH:27]=3)=[O:25])[CH:23]=2)=[O:16])=[CH:10][CH:9]=1.C(=O)([O-])[O-].[Cs+].[Cs+].O. The catalyst is CN(C=O)C. The product is [Cl:7][C:8]1[CH:13]=[CH:12][C:11]([CH2:14][C:15]([NH:17][C:18]2[CH:23]=[C:22]([C:24]([C:26]3[C:34]4[CH:33]=[N:32][CH:31]=[N:30][C:29]=4[N:28]([CH:2]([CH3:6])[C:3]([NH2:5])=[O:4])[CH:27]=3)=[O:25])[CH:21]=[N:20][CH:19]=2)=[O:16])=[CH:10][CH:9]=1. The yield is 0.340. (7) The reactants are CS([Cl:5])(=O)=O.[CH3:6][C:7]1[N:8]=[C:9]([C:14]2[CH:19]=[CH:18][C:17]([C:20]([F:23])([F:22])[F:21])=[CH:16][CH:15]=2)[S:10][C:11]=1[CH2:12]O.C(N(CC)CC)C. The catalyst is C1COCC1.ClCCl. The product is [Cl:5][CH2:12][C:11]1[S:10][C:9]([C:14]2[CH:19]=[CH:18][C:17]([C:20]([F:23])([F:22])[F:21])=[CH:16][CH:15]=2)=[N:8][C:7]=1[CH3:6]. The yield is 0.840.